This data is from Forward reaction prediction with 1.9M reactions from USPTO patents (1976-2016). The task is: Predict the product of the given reaction. (1) The product is: [Cl:27][C:2]1[C:14]2[N:9]3[CH:10]=[CH:11][N:12]=[CH:13][C:8]3=[C:7]([C:15]3[C:20]([CH3:21])=[CH:19][C:18]([CH3:22])=[CH:17][C:16]=3[CH3:23])[C:6]=2[N:5]=[C:4]([CH3:24])[CH:3]=1. Given the reactants O[C:2]1[C:14]2[N:9]3[CH:10]=[CH:11][N:12]=[CH:13][C:8]3=[C:7]([C:15]3[C:20]([CH3:21])=[CH:19][C:18]([CH3:22])=[CH:17][C:16]=3[CH3:23])[C:6]=2[N:5]=[C:4]([CH3:24])[CH:3]=1.P(Cl)(Cl)([Cl:27])=O, predict the reaction product. (2) The product is: [C:1]([C:3]1[CH:4]=[CH:5][C:6]([NH:9][CH2:10][C:11]2[N:15]([CH3:16])[C:14]3[CH:17]=[CH:18][C:19]([C@@:21]([NH:30][CH2:32][C:33]([O:35][CH2:36][CH3:37])=[O:34])([C:23]([N:25]4[CH2:29][CH2:28][CH2:27][CH2:26]4)=[O:24])[CH3:22])=[CH:20][C:13]=3[N:12]=2)=[CH:7][CH:8]=1)#[N:2]. Given the reactants [C:1]([C:3]1[CH:8]=[CH:7][C:6]([NH:9][CH2:10][C:11]2[N:15]([CH3:16])[C:14]3[CH:17]=[CH:18][C:19]([C@@:21]([NH2:30])([C:23]([N:25]4[CH2:29][CH2:28][CH2:27][CH2:26]4)=[O:24])[CH3:22])=[CH:20][C:13]=3[N:12]=2)=[CH:5][CH:4]=1)#[N:2].I[CH2:32][C:33]([O:35][CH2:36][CH3:37])=[O:34].C(=O)([O-])[O-].[K+].[K+], predict the reaction product. (3) The product is: [CH2:16]([C:12]1[NH:13][C:1]([C:2]([O:4][CH2:5][CH3:6])=[O:3])=[CH:9][CH:10]=1)[CH3:15]. Given the reactants [CH3:1][CH2:2][OH:3].[O-:4][CH2:5][CH3:6].[Na+].Cl[C:9](Cl)(Cl)[C:10]([C:12]1[NH:13]C(CC)=[CH:15][CH:16]=1)=O.Cl, predict the reaction product. (4) Given the reactants C1C=CC2N(O)N=NC=2C=1.C(Cl)CCl.CCN(C(C)C)C(C)C.[O:24]=[C:25]1[C:34]2[CH:35]=[N:36][C:37]([C:39]3[CH:47]=[CH:46][C:42]([C:43](O)=[O:44])=[CH:41][CH:40]=3)=[CH:38][C:33]=2[O:32][C:31]2[CH:30]=[CH:29][CH:28]=[CH:27][C:26]1=2.[NH:48]1[CH2:53][CH2:52][O:51][CH2:50][CH2:49]1, predict the reaction product. The product is: [N:48]1([C:43]([C:42]2[CH:41]=[CH:40][C:39]([C:37]3[N:36]=[CH:35][C:34]4[C:25](=[O:24])[C:26]5[CH:27]=[CH:28][CH:29]=[CH:30][C:31]=5[O:32][C:33]=4[CH:38]=3)=[CH:47][CH:46]=2)=[O:44])[CH2:53][CH2:52][O:51][CH2:50][CH2:49]1. (5) Given the reactants [CH:1]1([N:7]([C@H:21]2[CH2:26][CH2:25][C@H:24]([CH2:27][O:28][CH3:29])[CH2:23][CH2:22]2)[C:8](=[O:20])NC2SC(SCC(O)=O)=CN=2)[CH2:6][CH2:5][CH2:4][CH2:3][CH2:2]1.C1(N[C@H]2CCC[C@H](COC)CC2)CCCCC1.C([O:49][C:50](=[O:61])[C:51]([S:54][C:55]1[S:59][C:58]([NH2:60])=[N:57][CH:56]=1)([CH3:53])[CH3:52])C, predict the reaction product. The product is: [CH:1]1([N:7]([C@H:21]2[CH2:22][CH2:23][C@H:24]([CH2:27][O:28][CH3:29])[CH2:25][CH2:26]2)[C:8](=[O:20])[NH:60][C:58]2[S:59][C:55]([S:54][C:51]([CH3:52])([CH3:53])[C:50]([OH:49])=[O:61])=[CH:56][N:57]=2)[CH2:2][CH2:3][CH2:4][CH2:5][CH2:6]1. (6) Given the reactants C[O:2][C:3](=[O:29])[CH2:4][C:5]1[CH:14]=[C:13]([CH:15]([C:18]2[CH:23]=[CH:22][C:21]([S:24]([CH3:27])(=[O:26])=[O:25])=[CH:20][CH:19]=2)[O:16][CH3:17])[C:12]2[C:7](=[CH:8][CH:9]=[C:10]([F:28])[CH:11]=2)[CH:6]=1, predict the reaction product. The product is: [F:28][C:10]1[CH:11]=[C:12]2[C:7](=[CH:8][CH:9]=1)[CH:6]=[C:5]([CH2:4][C:3]([OH:29])=[O:2])[CH:14]=[C:13]2[CH:15]([C:18]1[CH:23]=[CH:22][C:21]([S:24]([CH3:27])(=[O:26])=[O:25])=[CH:20][CH:19]=1)[O:16][CH3:17]. (7) Given the reactants [CH2:1]([S:8][C:9]1[N:18]=[CH:17][C:16]2[CH2:15][CH2:14][CH:13]([C:19](=O)[C:20]([C:22]3[CH:27]=[CH:26][CH:25]=[CH:24][CH:23]=3)=[O:21])[C:12](=O)[C:11]=2[N:10]=1)[C:2]1[CH:7]=[CH:6][CH:5]=[CH:4][CH:3]=1.[CH3:30][NH:31][NH2:32], predict the reaction product. The product is: [CH2:1]([S:8][C:9]1[N:18]=[CH:17][C:16]2[CH2:15][CH2:14][C:13]3[C:19]([C:20]([C:22]4[CH:27]=[CH:26][CH:25]=[CH:24][CH:23]=4)=[O:21])=[N:32][N:31]([CH3:30])[C:12]=3[C:11]=2[N:10]=1)[C:2]1[CH:7]=[CH:6][CH:5]=[CH:4][CH:3]=1. (8) Given the reactants [N+]([C:4]1[CH:12]=[C:11]2[C:7]([CH:8]=C[NH:10]2)=[CH:6][CH:5]=1)([O-])=O.[N:13]([O-])=O.[Na+].Cl, predict the reaction product. The product is: [NH:10]1[C:11]2[C:7](=[CH:6][CH:5]=[CH:4][CH:12]=2)[CH:8]=[N:13]1.